This data is from Experimentally validated miRNA-target interactions with 360,000+ pairs, plus equal number of negative samples. The task is: Binary Classification. Given a miRNA mature sequence and a target amino acid sequence, predict their likelihood of interaction. (1) The miRNA is hsa-miR-548ao-3p with sequence AAAGACCGUGACUACUUUUGCA. The protein sequence of the target gene is MGLWALLPSWVSTTLLLALTALPAALAANSSGRWWGIVNIASSTNLLTDSKSLQLVLEPSLQLLSRKQRRLIRQNPGILHSVSGGLQSAVRECKWQFRNRRWNCPTAPGPHLFGKIVNRGCRETAFIFAITSAGVTHSVARSCSEGSIESCTCDYRRRGPGGPDWHWGGCSDNIDFGRLFGREFVDSGEKGRDLRFLMNLHNNEAGRTTVFSEMRQECKCHGMSGSCTVRTCWMRLPTLRAVGDVLRDRFDGASRVLYGNRGSNRASRAELLRLEPEDPAHKPPSPHDLVYFEKSPNFCT.... Result: 0 (no interaction). (2) Result: 0 (no interaction). The protein sequence of the target gene is MHKLKSSQKDKVRQFMACTQAGERTAIYCLTQNEWRLDEATDSFFQNPDSLHRESMRNAVDKKKLERLYGRYKDPQDENKIGVDGIQQFCDDLSLDPASISVLVIAWKFRAATQCEFSRKEFLDGMTELGCDSMEKLKALLPRLEQELKDTAKFKDFYQFTFTFAKNPGQKGLDLEMAVAYWKLVLSGRFKFLDLWNTFLMEHHKRSIPRDTWNLLLDFGNMIADDMSNYDEEGAWPVLIDDFVEYARPVVTGGKRSLF. The miRNA is hsa-miR-302d-3p with sequence UAAGUGCUUCCAUGUUUGAGUGU. (3) Result: 0 (no interaction). The miRNA is hsa-miR-6507-5p with sequence GAAGAAUAGGAGGGACUUUGU. The protein sequence of the target gene is MAAAAAELVIGWCIFGLLLLAILAFCWVYVRKYQSQRESEVVSTVTAIFSLAVALITSALLPVDIFLVSYMKNQNGTFKDWADANVTVQIENTVLYGYYTLYSVILFCVFFWIPFVYFYYEEKDEDDASKCTQIKTALKYTLGFVVICALLLLVGAFVPLHLPNNNNSTEWEKVKLLFEDLGTGQGLAALSFSISSLTLIGMLAAITYTAYGMSALPLNLIKGTRSTAYERLENTEDIEEVEQHIQTIRSKSKDGRPLPARDRRALKQCEERLRTLRKRERHLEFIENSWWTKFCGALRP.... (4) The miRNA is mmu-miR-326-3p with sequence CCUCUGGGCCCUUCCUCCAGU. The protein sequence of the target gene is MKDRLAELLDLSKQYDQQFPDGDDEFDSPHEDIVFETDHILESLYRDIRDIQDENQLLVADVKRLGKQNARFLTSMRRLSSIKRDTNSIAKAIKARGEVIHCKLRAMKELSEAAEAQHGPHSAVARISRAQYNALTLTFQRAMHDYNQAEMKQRDNCKIRIQRQLEIMGKEVSGDQIEDMFEQGKWDVFSENLLADVKGARAALNEIESRHRELLRLESRIRDVHELFLQMAVLVEKQADTLNVIELNVQKTVDYTGQAKAQVRKAVQYEEKNPCRTLCCFCCPCLK. Result: 0 (no interaction). (5) The miRNA is mmu-miR-3085-3p with sequence UCUGGCUGCUAUGGCCCCCUC. The protein sequence of the target gene is MCGNNMSAPMPAVVPAARKATAAVIFLHGLGDTGHGWAEAFAGIKSPHIKYICPHAPVMPVTLNMNMAMPSWFDIVGLSPDSQEDESGIKQAAETVKALIDQEVKNGIPSNRIILGGFSQGGALSLYTALTTQQKLAGVTALSCWLPLRASFSQGPINSANRDISVLQCHGDCDPLVPLMFGSLTVERLKALINPANVTFKIYEGMMHSSCQQEMMDVKHFIDKLLPPID. Result: 1 (interaction).